Dataset: Reaction yield outcomes from USPTO patents with 853,638 reactions. Task: Predict the reaction yield, written as a fraction of the theoretical maximum amount of product (1.0 means a 100% yield; for example, 0.34 means a 34% yield). The reactants are [CH3:1][N:2]([CH2:4][C@@H:5]1[CH2:7][C@H:6]1[C:8]1[CH:9]=[C:10]2[C:14](=[CH:15][CH:16]=1)[NH:13][CH:12]=[CH:11]2)[CH3:3].CC(C)([O-])C.[K+].N#C[Br:25]. The catalyst is C1COCC1. The yield is 0.980. The product is [CH3:3][N:2]([CH2:4][CH:5]1[CH2:7][CH:6]1[C:8]1[CH:9]=[C:10]2[C:14](=[CH:15][CH:16]=1)[NH:13][CH:12]=[C:11]2[Br:25])[CH3:1].